Dataset: Catalyst prediction with 721,799 reactions and 888 catalyst types from USPTO. Task: Predict which catalyst facilitates the given reaction. (1) Reactant: C[O:2][C:3](=[O:42])[C:4]1[CH:9]=[CH:8][CH:7]=[C:6]([CH2:10][NH:11][CH:12]2[CH2:17][CH2:16][CH:15]([CH2:18][NH:19][C:20]3[C:25]([N+:26]([O-:28])=[O:27])=[CH:24][N:23]=[C:22]([NH:29][CH2:30][C:31]4[CH:36]=[CH:35][CH:34]=[CH:33][C:32]=4[O:37][C:38]([F:41])([F:40])[F:39])[N:21]=3)[CH2:14][CH2:13]2)[CH:5]=1.[Li+].[OH-]. Product: [N+:26]([C:25]1[C:20]([NH:19][CH2:18][C@H:15]2[CH2:16][CH2:17][C@H:12]([NH:11][CH2:10][C:6]3[CH:5]=[C:4]([CH:9]=[CH:8][CH:7]=3)[C:3]([OH:42])=[O:2])[CH2:13][CH2:14]2)=[N:21][C:22]([NH:29][CH2:30][C:31]2[CH:36]=[CH:35][CH:34]=[CH:33][C:32]=2[O:37][C:38]([F:41])([F:40])[F:39])=[N:23][CH:24]=1)([O-:28])=[O:27]. The catalyst class is: 72. (2) Reactant: [Br:1][C:2]1[CH:7]=[C:6]([N+:8]([O-:10])=[O:9])[C:5](F)=[CH:4][C:3]=1[CH3:12].C(N(C(C)C)CC)(C)C.Cl.Cl.[CH2:24]([O:26][C@H:27]1[CH2:32][CH2:31][C@H:30]([N:33]2[CH2:38][CH2:37][CH:36]([NH2:39])[CH2:35][CH2:34]2)[CH2:29][CH2:28]1)[CH3:25]. Product: [Br:1][C:2]1[C:3]([CH3:12])=[CH:4][C:5]([NH:39][CH:36]2[CH2:35][CH2:34][N:33]([C@H:30]3[CH2:31][CH2:32][C@H:27]([O:26][CH2:24][CH3:25])[CH2:28][CH2:29]3)[CH2:38][CH2:37]2)=[C:6]([N+:8]([O-:10])=[O:9])[CH:7]=1. The catalyst class is: 42. (3) Reactant: [Cl:1][C:2]1[CH:7]=[CH:6][C:5]([N:8]2[C:12]([CH3:13])=[CH:11][C:10]([C:14](=[O:18])[C:15](O)=O)=[C:9]2[CH3:19])=[CH:4][CH:3]=1.[Br:20]CC(Cl)=O.ClCC([C:29]1[CH:33]=[C:32](C)[N:31](C2C=CC(Cl)=CC=2)[C:30]=1C)=O.[Br-].N1C=CC=C1. Product: [Br-:20].[Cl:1][C:2]1[CH:7]=[CH:6][C:5]([N:8]2[C:12]([CH3:13])=[CH:11][C:10]([C:14](=[O:18])[CH2:15][N:31]3[CH:32]=[CH:33][CH:29]=[CH:30]3)=[C:9]2[CH3:19])=[CH:4][CH:3]=1. The catalyst class is: 18. (4) Reactant: C1C=C[NH+]=CC=1.[O-][Cr](Cl)(=O)=O.[C:12]1([CH2:18][CH2:19][CH:20]2[C:24]3[CH:25]=[C:26]([CH2:29][OH:30])[CH:27]=[CH:28][C:23]=3[O:22][CH2:21]2)[CH:17]=[CH:16][CH:15]=[CH:14][CH:13]=1.C(OCC)C. Product: [C:12]1([CH2:18][CH2:19][CH:20]2[C:24]3[CH:25]=[C:26]([CH:29]=[O:30])[CH:27]=[CH:28][C:23]=3[O:22][CH2:21]2)[CH:13]=[CH:14][CH:15]=[CH:16][CH:17]=1. The catalyst class is: 2. (5) Reactant: C(OC([N:8]1[CH2:14][CH2:13][C:12]2[CH:15]=[CH:16][C:17]([O:19][S:20]([CH3:23])(=[O:22])=[O:21])=[CH:18][C:11]=2[CH2:10][CH2:9]1)=O)(C)(C)C.FC(F)(F)C(O)=O. Product: [CH3:23][S:20]([O:19][C:17]1[CH:16]=[CH:15][C:12]2[CH2:13][CH2:14][NH:8][CH2:9][CH2:10][C:11]=2[CH:18]=1)(=[O:21])=[O:22]. The catalyst class is: 4. (6) Reactant: [C:1]([C:3]1[CH:4]=[CH:5][C:6]([C:9]2[N:14]=[N:13][C:12]([N:15]([CH2:23][C:24]([C:27]3[CH:32]=[CH:31][C:30]([F:33])=[CH:29][CH:28]=3)([CH3:26])[CH3:25])C(=O)OC(C)(C)C)=[CH:11][CH:10]=2)=[N:7][CH:8]=1)#[N:2].OO.C(=O)([O-])[O-:37].[K+].[K+].Cl.O1CCOCC1. Product: [F:33][C:30]1[CH:29]=[CH:28][C:27]([C:24]([CH3:25])([CH3:26])[CH2:23][NH:15][C:12]2[N:13]=[N:14][C:9]([C:6]3[CH:5]=[CH:4][C:3]([C:1]([NH2:2])=[O:37])=[CH:8][N:7]=3)=[CH:10][CH:11]=2)=[CH:32][CH:31]=1. The catalyst class is: 69. (7) Reactant: C[Si]([C:5]#[C:6][C:7]1[CH:8]=[C:9]2[C:13](=[CH:14][CH:15]=1)[NH:12][N:11]=[CH:10]2)(C)C.C(=O)([O-])[O-].[K+].[K+]. Product: [C:6]([C:7]1[CH:8]=[C:9]2[C:13](=[CH:14][CH:15]=1)[NH:12][N:11]=[CH:10]2)#[CH:5]. The catalyst class is: 92. (8) Reactant: [NH2:1][CH2:2][CH2:3][CH2:4][N:5]([C:13]1[S:14][CH:15]=[C:16]([C:18]2[O:19][C:20]3[CH:26]=[CH:25][CH:24]=[CH:23][C:21]=3[CH:22]=2)[N:17]=1)[C:6]([C:8]1[S:9][CH:10]=[CH:11][CH:12]=1)=[O:7].C(N(CC)C(C)C)(C)C.[C:36]([N:39]1[CH2:47][CH2:46][CH:42]([C:43](Cl)=[O:44])[CH2:41][CH2:40]1)(=[O:38])[CH3:37]. Product: [C:36]([N:39]1[CH2:40][CH2:41][CH:42]([C:43]([NH:1][CH2:2][CH2:3][CH2:4][N:5]([C:13]2[S:14][CH:15]=[C:16]([C:18]3[O:19][C:20]4[CH:26]=[CH:25][CH:24]=[CH:23][C:21]=4[CH:22]=3)[N:17]=2)[C:6]([C:8]2[S:9][CH:10]=[CH:11][CH:12]=2)=[O:7])=[O:44])[CH2:46][CH2:47]1)(=[O:38])[CH3:37]. The catalyst class is: 22. (9) Reactant: [C:1]([Cl:5])(Cl)(Cl)Cl.C1(P(C2C=CC=CC=2)C2C=CC=CC=2)C=CC=CC=1.OC[CH2:27][S:28]([C:31]1[CH:32]=[C:33]2[C:37](=[CH:38][CH:39]=1)[N:36]([C:40]1[N:45]=[CH:44][N:43]=[C:42]([O:46][CH:47]3[CH2:52][CH2:51][N:50]([C:53]([O:55][C:56]([CH3:59])([CH3:58])[CH3:57])=[O:54])[CH2:49][CH2:48]3)[CH:41]=1)[CH2:35][CH2:34]2)(=[O:30])=[O:29]. Product: [Cl:5][CH2:1][CH2:27][S:28]([C:31]1[CH:32]=[C:33]2[C:37](=[CH:38][CH:39]=1)[N:36]([C:40]1[N:45]=[CH:44][N:43]=[C:42]([O:46][CH:47]3[CH2:48][CH2:49][N:50]([C:53]([O:55][C:56]([CH3:59])([CH3:58])[CH3:57])=[O:54])[CH2:51][CH2:52]3)[CH:41]=1)[CH2:35][CH2:34]2)(=[O:30])=[O:29]. The catalyst class is: 4. (10) Reactant: IC1[CH:3]=[C:4]([CH:8]=[CH:9][CH:10]=1)[C:5](N)=[O:6].[OH2:11].C([N:14]([CH2:17][CH3:18])CC)C.C1(P(C(P(C2C=CC=CC=2)C2C=CC=CC=2)(C)C)C2C=CC=CC=2)C=CC=CC=1.[C]=[O:49]. Product: [C:5]([C:4]1[CH:3]=[C:18]([CH:10]=[CH:9][CH:8]=1)[C:17]([NH2:14])=[O:49])([OH:11])=[O:6]. The catalyst class is: 524.